This data is from Catalyst prediction with 721,799 reactions and 888 catalyst types from USPTO. The task is: Predict which catalyst facilitates the given reaction. (1) Reactant: [F:1][C:2]1([F:18])[CH2:6][N:5](C(OC(C)(C)C)=O)[C@H:4]([C:14]([O:16][CH3:17])=[O:15])[CH2:3]1.FC(F)(F)C(O)=O. Product: [F:18][C:2]1([F:1])[CH2:6][NH:5][C@H:4]([C:14]([O:16][CH3:17])=[O:15])[CH2:3]1. The catalyst class is: 2. (2) Reactant: [CH3:1][C:2]1[N:7]=[C:6]([CH2:8][N:9]2[C:17]3[CH:16]=[CH:15][CH:14]=[C:13]([NH2:18])[C:12]=3[CH:11]=[N:10]2)[CH:5]=[CH:4][CH:3]=1.OS(O)(=O)=O.[Cl:24]N1C(=O)CCC1=O.C(=O)([O-])[O-].[Na+].[Na+]. Product: [Cl:24][C:16]1[C:17]2[N:9]([CH2:8][C:6]3[CH:5]=[CH:4][CH:3]=[C:2]([CH3:1])[N:7]=3)[N:10]=[CH:11][C:12]=2[C:13]([NH2:18])=[CH:14][CH:15]=1. The catalyst class is: 90. (3) The catalyst class is: 5. Reactant: [CH2:1]([C:3]1[N:15]([C@@H:16]2[C:24]3[C:19](=[CH:20][C:21]([C:25]4[CH:30]=[CH:29][CH:28]=[CH:27][C:26]=4[C:31]4[N:35](C(C5C=CC=CC=5)(C5C=CC=CC=5)C5C=CC=CC=5)[N:34]=[N:33][N:32]=4)=[CH:22][CH:23]=3)[CH2:18][CH2:17]2)[C:6]2=[N:7][C:8]([CH2:12][O:13][CH3:14])=[CH:9][C:10]([CH3:11])=[C:5]2[N:4]=1)[CH3:2]. Product: [NH:35]1[C:31]([C:26]2[CH:27]=[CH:28][CH:29]=[CH:30][C:25]=2[C:21]2[CH:20]=[C:19]3[C:24](=[CH:23][CH:22]=2)[C@@H:16]([N:15]2[C:6]4=[N:7][C:8]([CH2:12][O:13][CH3:14])=[CH:9][C:10]([CH3:11])=[C:5]4[N:4]=[C:3]2[CH2:1][CH3:2])[CH2:17][CH2:18]3)=[N:32][N:33]=[N:34]1. (4) Product: [F:29][C:2]([F:1])([F:28])[C:3]1[CH:8]=[CH:7][C:6]([C:9]2[N:14]=[CH:13][C:12]([CH:15]([O:18][C:19]3[CH:27]=[CH:26][C:22]([C:23]([NH:45][CH2:44][CH2:43][C:42]([O:41][CH3:37])=[O:46])=[O:24])=[CH:21][CH:20]=3)[CH2:16][CH3:17])=[CH:11][CH:10]=2)=[CH:5][CH:4]=1. The catalyst class is: 64. Reactant: [F:1][C:2]([F:29])([F:28])[C:3]1[CH:8]=[CH:7][C:6]([C:9]2[N:14]=[CH:13][C:12]([CH:15]([O:18][C:19]3[CH:27]=[CH:26][C:22]([C:23](O)=[O:24])=[CH:21][CH:20]=3)[CH2:16][CH3:17])=[CH:11][CH:10]=2)=[CH:5][CH:4]=1.C(N(CC)CC)C.[C:37]([O:41][C:42](=[O:46])[CH2:43][CH2:44][NH2:45])(C)(C)C.CCN=C=NCCCN(C)C. (5) Reactant: [NH:1]([CH2:8][C:9]1[CH:14]=[CH:13][CH:12]=[CH:11][CH:10]=1)[C@H:2]([C:4]([O:6][CH3:7])=[O:5])[CH3:3].Cl.[C:16]([NH:23][CH2:24][CH2:25][C:26](O)=[O:27])([O:18][C:19]([CH3:22])([CH3:21])[CH3:20])=[O:17].O.ON1C2C=CC=CC=2N=N1.C(N(CC)CC)C.C(Cl)CCl. Product: [C:19]([O:18][C:16]([NH:23][CH2:24][CH2:25][C:26]([N:1]([CH2:8][C:9]1[CH:10]=[CH:11][CH:12]=[CH:13][CH:14]=1)[C@H:2]([C:4]([O:6][CH3:7])=[O:5])[CH3:3])=[O:27])=[O:17])([CH3:22])([CH3:21])[CH3:20]. The catalyst class is: 3. (6) Reactant: [CH3:1][CH:2]1[CH:8]([CH3:9])[N:7]([C:10]([O:12][C:13]([CH3:16])([CH3:15])[CH3:14])=[O:11])[CH2:6][CH2:5][NH:4][CH2:3]1.Cl[C:18]1[N:27]=[CH:26][C:25]2[C:20](=[CH:21][CH:22]=[C:23]([F:28])[CH:24]=2)[N:19]=1.C(N(CC)CC)C. Product: [F:28][C:23]1[CH:24]=[C:25]2[C:20](=[CH:21][CH:22]=1)[N:19]=[C:18]([N:4]1[CH2:3][CH:2]([CH3:1])[CH:8]([CH3:9])[N:7]([C:10]([O:12][C:13]([CH3:14])([CH3:16])[CH3:15])=[O:11])[CH2:6][CH2:5]1)[N:27]=[CH:26]2. The catalyst class is: 31. (7) Reactant: C1(P(C2C=CC=CC=2)CCCCP(C2C=CC=CC=2)C2C=CC=CC=2)C=CC=CC=1.C([NH:34][C:35]1([CH2:51][O:52][N:53]([CH3:61])[C:54](=[O:60])[O:55][C:56]([CH3:59])([CH3:58])[CH3:57])[C:49]2[C:44](=[CH:45][CH:46]=[C:47]([Br:50])[CH:48]=2)[O:43][C:37]2([CH2:42][CH2:41][CH2:40][O:39][CH2:38]2)[CH2:36]1)C=C.C(O)(=O)C1C(=CC=CC=1)S. The catalyst class is: 443. Product: [NH2:34][C:35]1([CH2:51][O:52][N:53]([CH3:61])[C:54](=[O:60])[O:55][C:56]([CH3:57])([CH3:58])[CH3:59])[C:49]2[C:44](=[CH:45][CH:46]=[C:47]([Br:50])[CH:48]=2)[O:43][C:37]2([CH2:42][CH2:41][CH2:40][O:39][CH2:38]2)[CH2:36]1. (8) Reactant: [CH2:1]([O:5][C:6]([NH:8][C@@H:9]([C:13]([CH3:16])([CH3:15])[CH3:14])[C:10]([OH:12])=O)=[O:7])[CH2:2][CH:3]=[CH2:4].CCN(C(C)C)C(C)C.CN(C(ON1N=NC2C=CC=NC1=2)=[N+](C)C)C.F[P-](F)(F)(F)(F)F.[CH3:50][O:51][C@:52]1([C:61]2[CH:66]=[CH:65][C:64]([C:67]3[CH:72]=[CH:71][CH:70]=[CH:69][CH:68]=3)=[C:63]([CH:73]=[CH2:74])[CH:62]=2)[CH2:56][NH:55][C@H:54]([C:57]([O:59][CH3:60])=[O:58])[CH2:53]1. Product: [CH2:1]([O:5][C:6]([NH:8][C@@H:9]([C:13]([CH3:16])([CH3:15])[CH3:14])[C:10]([N:55]1[CH2:56][C@:52]([O:51][CH3:50])([C:61]2[CH:66]=[CH:65][C:64]([C:67]3[CH:72]=[CH:71][CH:70]=[CH:69][CH:68]=3)=[C:63]([CH:73]=[CH2:74])[CH:62]=2)[CH2:53][C@H:54]1[C:57]([O:59][CH3:60])=[O:58])=[O:12])=[O:7])[CH2:2][CH:3]=[CH2:4]. The catalyst class is: 2. (9) Reactant: [Cl:1][C:2]1[N:10]=[C:9]2[C:5]([NH:6][CH:7]=[N:8]2)=[C:4]([Cl:11])[N:3]=1.C([O-])([O-])=O.[K+].[K+].I[CH2:19][CH3:20]. Product: [Cl:1][C:2]1[N:10]=[C:9]2[C:5]([N:6]=[CH:7][N:8]2[CH2:19][CH3:20])=[C:4]([Cl:11])[N:3]=1. The catalyst class is: 21.